From a dataset of Reaction yield outcomes from USPTO patents with 853,638 reactions. Predict the reaction yield, written as a fraction of the theoretical maximum amount of product (1.0 means a 100% yield; for example, 0.34 means a 34% yield). (1) The reactants are [NH2:1][C:2]1[C:7]([O:8][CH2:9][CH:10]2[CH2:15][CH2:14][N:13]([C:16]3[N:21]=[C:20]([O:22][CH2:23][CH:24]4[CH2:26][C:25]4([F:28])[F:27])[N:19]=[C:18](C(C#N)C#N)[N:17]=3)[CH2:12][CH2:11]2)=[CH:6][N:5]=[CH:4][N:3]=1.[F:34][C:35]1([F:40])[CH2:38][CH:37]([NH2:39])[CH2:36]1.C1C=C(Cl)C=C([C:48](OO)=[O:49])C=1. The catalyst is CC#N. The product is [NH2:1][C:2]1[C:7]([O:8][CH2:9][CH:10]2[CH2:11][CH2:12][N:13]([C:16]3[N:21]=[C:20]([O:22][CH2:23][CH:24]4[CH2:26][C:25]4([F:27])[F:28])[N:19]=[C:18]([C:48]([NH:39][CH:37]4[CH2:38][C:35]([F:40])([F:34])[CH2:36]4)=[O:49])[N:17]=3)[CH2:14][CH2:15]2)=[CH:6][N:5]=[CH:4][N:3]=1. The yield is 0.230. (2) The reactants are [CH3:1][NH:2][CH3:3].C(N(CC)CC)C.[Br:11][C:12]1[CH:17]=[CH:16][C:15]([S:18](Cl)(=[O:20])=[O:19])=[CH:14][CH:13]=1. The catalyst is C1COCC1.ClCCl.C(OCC)(=O)C. The product is [Br:11][C:12]1[CH:17]=[CH:16][C:15]([S:18]([N:2]([CH3:3])[CH3:1])(=[O:20])=[O:19])=[CH:14][CH:13]=1. The yield is 0.970. (3) The reactants are Cl.[N:2]12[CH2:9][CH2:8][CH:5]([CH2:6][CH2:7]1)[C:4](=[O:10])[CH2:3]2.[OH-].[K+].[N:13]1[CH:18]=[CH:17][CH:16]=[C:15]([CH:19]=O)[CH:14]=1. The catalyst is CO. The yield is 0.893. The product is [N:13]1[CH:18]=[CH:17][CH:16]=[C:15]([CH:19]=[C:3]2[C:4](=[O:10])[CH:5]3[CH2:8][CH2:9][N:2]2[CH2:7][CH2:6]3)[CH:14]=1.